This data is from Full USPTO retrosynthesis dataset with 1.9M reactions from patents (1976-2016). The task is: Predict the reactants needed to synthesize the given product. Given the product [F:33][C:27]1[CH:28]=[CH:29][C:30]([F:32])=[CH:31][C:26]=1[C:17]1[S:16][C:15]([CH2:34][CH2:35][CH2:36][NH:37][C:38](=[O:44])[O:39][C:40]([CH3:43])([CH3:42])[CH3:41])([C:11]2[CH:12]=[CH:13][CH:14]=[C:9]([OH:8])[CH:10]=2)[N:19]([C:20]2[S:21][C:22]([CH3:25])=[N:23][N:24]=2)[N:18]=1, predict the reactants needed to synthesize it. The reactants are: [Si]([O:8][C:9]1[CH:10]=[C:11]([C:15]2([CH2:34][CH2:35][CH2:36][NH:37][C:38](=[O:44])[O:39][C:40]([CH3:43])([CH3:42])[CH3:41])[N:19]([C:20]3[S:21][C:22]([CH3:25])=[N:23][N:24]=3)[N:18]=[C:17]([C:26]3[CH:31]=[C:30]([F:32])[CH:29]=[CH:28][C:27]=3[F:33])[S:16]2)[CH:12]=[CH:13][CH:14]=1)(C(C)(C)C)(C)C.CCCC[N+](CCCC)(CCCC)CCCC.[F-].